Task: Predict the product of the given reaction.. Dataset: Forward reaction prediction with 1.9M reactions from USPTO patents (1976-2016) (1) The product is: [Cl:1][CH2:2][CH2:3][CH2:4][CH:5]1[O:10][C:9]2[CH:11]=[CH:12][C:13]([F:15])=[CH:14][C:8]=2[N:7]([C:18]2[CH:23]=[CH:22][CH:21]=[CH:20][CH:19]=2)[S:6]1(=[O:17])=[O:16]. Given the reactants [Cl:1][CH2:2][CH2:3][CH2:4][CH:5]1[O:10][C:9]2[CH:11]=[CH:12][C:13]([F:15])=[CH:14][C:8]=2[NH:7][S:6]1(=[O:17])=[O:16].[C:18]1(B(O)O)[CH:23]=[CH:22][CH:21]=[CH:20][CH:19]=1.N1C=CC=CC=1, predict the reaction product. (2) Given the reactants [CH2:1]([O:5][C:6]1[C:15]2[C:10](=[CH:11][CH:12]=[C:13]([OH:16])[CH:14]=2)[C:9](=[O:17])[N:8]([CH2:18][CH:19]([CH3:21])[CH3:20])[C:7]=1[CH2:22][NH:23][C:24](=[O:30])[O:25][C:26]([CH3:29])([CH3:28])[CH3:27])[CH2:2][CH2:3][CH3:4].I[CH2:32][C:33]([NH2:35])=[O:34].C1CCN2C(=NCCC2)CC1.O, predict the reaction product. The product is: [NH2:35][C:33](=[O:34])[CH2:32][O:16][C:13]1[CH:14]=[C:15]2[C:10](=[CH:11][CH:12]=1)[C:9](=[O:17])[N:8]([CH2:18][CH:19]([CH3:20])[CH3:21])[C:7]([CH2:22][NH:23][C:24](=[O:30])[O:25][C:26]([CH3:27])([CH3:29])[CH3:28])=[C:6]2[O:5][CH2:1][CH2:2][CH2:3][CH3:4]. (3) The product is: [ClH:1].[ClH:44].[ClH:1].[Cl:1][C:2]1[CH:3]=[CH:4][C:5]([C@H:8]([N:19]2[CH2:24][CH2:23][CH2:22][C@@:21]3([C:32]4[C:27](=[CH:28][CH:29]=[C:30]([F:33])[CH:31]=4)[N:26]([C:34]4[C:35]5[C@H:42]([CH3:43])[CH2:41][CH2:40][C:36]=5[N:37]=[CH:38][N:39]=4)[CH2:25]3)[CH2:20]2)[CH2:9][CH2:10][NH2:11])=[CH:6][CH:7]=1.[ClH:1].[ClH:1].[ClH:1].[Cl:44][C:45]1[CH:46]=[CH:47][C:48]([C@@H:51]([N:62]2[CH2:67][CH2:66][CH2:65][C@@:64]3([C:75]4[C:70](=[CH:71][CH:72]=[C:73]([F:76])[CH:74]=4)[N:69]([C:77]4[C:78]5[C@H:85]([CH3:86])[CH2:84][CH2:83][C:79]=5[N:80]=[CH:81][N:82]=4)[CH2:68]3)[CH2:63]2)[CH2:52][CH2:53][NH2:54])=[CH:49][CH:50]=1. Given the reactants [Cl:1][C:2]1[CH:7]=[CH:6][C:5]([C@H:8]([N:19]2[CH2:24][CH2:23][CH2:22][C@@:21]3([C:32]4[C:27](=[CH:28][CH:29]=[C:30]([F:33])[CH:31]=4)[N:26]([C:34]4[C:35]5[C@H:42]([CH3:43])[CH2:41][CH2:40][C:36]=5[N:37]=[CH:38][N:39]=4)[CH2:25]3)[CH2:20]2)[CH2:9][CH2:10][NH:11]C(=O)OC(C)(C)C)=[CH:4][CH:3]=1.[Cl:44][C:45]1[CH:50]=[CH:49][C:48]([C@@H:51]([N:62]2[CH2:67][CH2:66][CH2:65][C@@:64]3([C:75]4[C:70](=[CH:71][CH:72]=[C:73]([F:76])[CH:74]=4)[N:69]([C:77]4[C:78]5[C@H:85]([CH3:86])[CH2:84][CH2:83][C:79]=5[N:80]=[CH:81][N:82]=4)[CH2:68]3)[CH2:63]2)[CH2:52][CH2:53][NH:54]C(=O)OC(C)(C)C)=[CH:47][CH:46]=1, predict the reaction product. (4) Given the reactants Cl[C:2]1[CH:3]=[CH:4][C:5]2[N:6]([C:8]([C:11]3[S:19][C:18]4[C:17]([CH3:20])=[CH:16][N:15]=[CH:14][C:13]=4[CH:12]=3)=[CH:9][N:10]=2)[N:7]=1.CC1(C)C2C(=C(P(C3C=CC=CC=3)C3C=CC=CC=3)C=CC=2)OC2C(P(C3C=CC=CC=3)C3C=CC=CC=3)=CC=CC1=2.C(=O)([O-])[O-].[K+].[K+].[CH3:69][O:70][C:71]1[CH:72]=[C:73]([CH:75]=[CH:76][C:77]=1[O:78][CH3:79])[NH2:74], predict the reaction product. The product is: [CH3:69][O:70][C:71]1[CH:72]=[C:73]([NH:74][C:2]2[CH:3]=[CH:4][C:5]3[N:6]([C:8]([C:11]4[S:19][C:18]5[C:17]([CH3:20])=[CH:16][N:15]=[CH:14][C:13]=5[CH:12]=4)=[CH:9][N:10]=3)[N:7]=2)[CH:75]=[CH:76][C:77]=1[O:78][CH3:79]. (5) Given the reactants [F:1][C:2]1[CH:3]=[CH:4][C:5]2[N:6]([C:8]([CH2:18][C:19]3[N:20]([CH3:24])C=[CH:22][N:23]=3)=[C:9]([C:11]3[CH:16]=[CH:15][C:14]([F:17])=[CH:13][CH:12]=3)[N:10]=2)[CH:7]=1.FC1C=CC2[N:30](C(C=O)=C(C3C=CC(F)=CC=3)N=2)C=1.CN1C=NC=N1, predict the reaction product. The product is: [F:1][C:2]1[CH:3]=[CH:4][C:5]2[N:6]([C:8]([CH2:18][C:19]3[N:20]([CH3:24])[N:30]=[CH:22][N:23]=3)=[C:9]([C:11]3[CH:12]=[CH:13][C:14]([F:17])=[CH:15][CH:16]=3)[N:10]=2)[CH:7]=1. (6) Given the reactants [O:1]=[C:2]1[C:7]2[CH:8]=[CH:9][CH:10]=[CH:11][C:6]=2[S:5][C:4]([C:12]2[CH:17]=[C:16]([CH:18]3[CH2:22][CH2:21][CH2:20][N:19]3C(OC(C)(C)C)=O)[CH:15]=[CH:14][N:13]=2)=[N:3]1.C(OCC)(=O)C.[ClH:36], predict the reaction product. The product is: [ClH:36].[NH:19]1[CH2:20][CH2:21][CH2:22][CH:18]1[C:16]1[CH:15]=[CH:14][N:13]=[C:12]([C:4]2[S:5][C:6]3[CH:11]=[CH:10][CH:9]=[CH:8][C:7]=3[C:2](=[O:1])[N:3]=2)[CH:17]=1. (7) Given the reactants C(OC1C=C(OC2CC3C(C(=O)N(C)CCCCC=CC4C(C(O)=O)(NC3=O)C4)C2)C2C(=CC(OC)=CC=2)N=1)C.[CH2:41]([O:43][C:44]1[CH:53]=[C:52]([O:54][CH:55]2[CH2:72][CH:71]3[CH:57]([C:58](=[O:84])[N:59]([CH3:83])[CH2:60][CH2:61][CH2:62][CH2:63][CH:64]=[CH:65][CH:66]4[C:68]([C:74]([NH:76][S:77]([CH:80]5[CH2:82][CH2:81]5)(=[O:79])=[O:78])=[O:75])([NH:69][C:70]3=[O:73])[CH2:67]4)[CH2:56]2)[C:51]2[C:46](=[C:47](C)[C:48]([O:85][CH3:86])=[CH:49][CH:50]=2)[N:45]=1)[CH3:42], predict the reaction product. The product is: [CH2:41]([O:43][C:44]1[CH:53]=[C:52]([O:54][CH:55]2[CH2:72][CH:71]3[CH:57]([C:58](=[O:84])[N:59]([CH3:83])[CH2:60][CH2:61][CH2:62][CH2:63][CH:64]=[CH:65][CH:66]4[C:68]([C:74]([NH:76][S:77]([CH:80]5[CH2:82][CH2:81]5)(=[O:78])=[O:79])=[O:75])([NH:69][C:70]3=[O:73])[CH2:67]4)[CH2:56]2)[C:51]2[C:46](=[CH:47][C:48]([O:85][CH3:86])=[CH:49][CH:50]=2)[N:45]=1)[CH3:42]. (8) The product is: [CH2:1]([N:8]1[C:16]2[C:11](=[CH:12][C:13]([C:17]3[CH:22]=[CH:21][C:20]([OH:23])=[CH:19][CH:18]=3)=[CH:14][CH:15]=2)[C:10]([CH2:25][C:26]2[CH:27]=[CH:28][CH:29]=[CH:30][CH:31]=2)=[C:9]1[C:32]1[CH:37]=[CH:36][CH:35]=[CH:34][CH:33]=1)[C:2]1[CH:3]=[CH:4][CH:5]=[CH:6][CH:7]=1. Given the reactants [CH2:1]([N:8]1[C:16]2[C:11](=[CH:12][C:13]([C:17]3[CH:22]=[CH:21][C:20]([O:23]C)=[CH:19][CH:18]=3)=[CH:14][CH:15]=2)[C:10]([CH2:25][C:26]2[CH:31]=[CH:30][CH:29]=[CH:28][CH:27]=2)=[C:9]1[C:32]1[CH:37]=[CH:36][CH:35]=[CH:34][CH:33]=1)[C:2]1[CH:7]=[CH:6][CH:5]=[CH:4][CH:3]=1.B(Br)(Br)Br, predict the reaction product. (9) Given the reactants [Br:1][C:2]1[CH:7]=[C:6]([F:8])[CH:5]=[C:4](Br)[C:3]=1[F:10].C(=[NH:24])(C1C=CC=CC=1)C1C=CC=CC=1.CC(C)([O-])C.[Na+].C1C=CC(P(C2C=CC3C(=CC=CC=3)C=2C2C3C(=CC=CC=3)C=CC=2P(C2C=CC=CC=2)C2C=CC=CC=2)C2C=CC=CC=2)=CC=1.Cl, predict the reaction product. The product is: [Br:1][C:2]1[C:3]([F:10])=[C:4]([CH:5]=[C:6]([F:8])[CH:7]=1)[NH2:24].